This data is from Peptide-MHC class I binding affinity with 185,985 pairs from IEDB/IMGT. The task is: Regression. Given a peptide amino acid sequence and an MHC pseudo amino acid sequence, predict their binding affinity value. This is MHC class I binding data. (1) The MHC is HLA-B15:01 with pseudo-sequence HLA-B15:01. The peptide sequence is QQFYWPVMN. The binding affinity (normalized) is 0.0357. (2) The peptide sequence is ETYGRLLGEV. The MHC is Mamu-A01 with pseudo-sequence Mamu-A01. The binding affinity (normalized) is 0. (3) The peptide sequence is PEWANFKF. The MHC is H-2-Kb with pseudo-sequence H-2-Kb. The binding affinity (normalized) is 0.0549. (4) The peptide sequence is ESDGKPQKA. The MHC is HLA-A23:01 with pseudo-sequence HLA-A23:01. The binding affinity (normalized) is 0.354.